This data is from Peptide-MHC class I binding affinity with 185,985 pairs from IEDB/IMGT. The task is: Regression. Given a peptide amino acid sequence and an MHC pseudo amino acid sequence, predict their binding affinity value. This is MHC class I binding data. (1) The peptide sequence is MLLAYLVRI. The MHC is HLA-A02:01 with pseudo-sequence HLA-A02:01. The binding affinity (normalized) is 0.890. (2) The peptide sequence is RQRHYFDSA. The MHC is HLA-A01:01 with pseudo-sequence HLA-A01:01. The binding affinity (normalized) is 0.213. (3) The peptide sequence is PFDIKYISR. The MHC is HLA-A31:01 with pseudo-sequence HLA-A31:01. The binding affinity (normalized) is 0.394. (4) The MHC is H-2-Kb with pseudo-sequence H-2-Kb. The peptide sequence is FNIVSNSL. The binding affinity (normalized) is 0.118. (5) The peptide sequence is HAITMYDKI. The MHC is H-2-Db with pseudo-sequence H-2-Db. The binding affinity (normalized) is 0.749. (6) The peptide sequence is SIYEVGIVL. The MHC is HLA-A69:01 with pseudo-sequence HLA-A69:01. The binding affinity (normalized) is 0.452. (7) The peptide sequence is YEQYECLTD. The MHC is HLA-B46:01 with pseudo-sequence HLA-B46:01. The binding affinity (normalized) is 0.0847. (8) The peptide sequence is ALDLSHFLK. The MHC is HLA-B35:03 with pseudo-sequence HLA-B35:03. The binding affinity (normalized) is 0.